This data is from Forward reaction prediction with 1.9M reactions from USPTO patents (1976-2016). The task is: Predict the product of the given reaction. (1) Given the reactants [C:1]([C:5]1[CH:9]=[C:8](/[N:10]=[CH:11]/[N:12]([CH3:14])[CH3:13])[NH:7][N:6]=1)([CH3:4])([CH3:3])[CH3:2].C(=O)([O-])[O-:16].[K+].[K+].[C:21]1(C)[CH:26]=[CH:25][CH:24]=[CH:23][CH:22]=1, predict the reaction product. The product is: [C:1]([C:5]1[CH:9]=[C:8](/[N:10]=[CH:11]/[N:12]([CH3:14])[CH3:13])[N:7]([CH2:21][CH:22]2[CH2:23][CH2:24][C@@H:25]([CH3:26])[O:16]2)[N:6]=1)([CH3:4])([CH3:2])[CH3:3]. (2) Given the reactants [Cl:1][C:2]1[CH:7]=[CH:6][C:5]([C:8]2[N:12]([C:13]3[CH:18]=[CH:17][CH:16]=[CH:15][C:14]=3[N+:19]([O-])=O)[N:11]=[C:10]([CH:22]3[CH2:27][C:26]([CH3:29])([CH3:28])[O:25][C:24]([CH3:31])([CH3:30])[CH2:23]3)[CH:9]=2)=[CH:4][CH:3]=1, predict the reaction product. The product is: [Cl:1][C:2]1[CH:7]=[CH:6][C:5]([C:8]2[N:12]([C:13]3[CH:18]=[CH:17][CH:16]=[CH:15][C:14]=3[NH2:19])[N:11]=[C:10]([CH:22]3[CH2:27][C:26]([CH3:29])([CH3:28])[O:25][C:24]([CH3:31])([CH3:30])[CH2:23]3)[CH:9]=2)=[CH:4][CH:3]=1.